This data is from Full USPTO retrosynthesis dataset with 1.9M reactions from patents (1976-2016). The task is: Predict the reactants needed to synthesize the given product. (1) Given the product [Cl:31][C:32]1[CH:37]=[CH:36][CH:35]=[CH:34][C:33]=1[C:16]1[CH:17]=[C:18]2[C:13](=[CH:14][CH:15]=1)[N:12]=[C:11]([N:9]1[CH:10]=[C:6]([C:4]([OH:3])=[O:5])[CH:7]=[N:8]1)[NH:20][C:19]2=[O:29], predict the reactants needed to synthesize it. The reactants are: C([O:3][C:4]([C:6]1[CH:7]=[N:8][N:9]([C:11]2[N:20](COCC[Si](C)(C)C)[C:19](=[O:29])[C:18]3[C:13](=[CH:14][CH:15]=[C:16](I)[CH:17]=3)[N:12]=2)[CH:10]=1)=[O:5])C.[Cl:31][C:32]1[CH:37]=[CH:36][CH:35]=[CH:34][C:33]=1B(O)O. (2) Given the product [OH2:5].[O:5]=[C:4]([CH2:3][N:1]([C:10](=[NH:9])[NH2:11])[CH3:2])[OH:6], predict the reactants needed to synthesize it. The reactants are: [NH:1]([CH2:3][C:4]([O-:6])=[O:5])[CH3:2].[Na+].Cl.[N:9]#[C:10][NH2:11]. (3) Given the product [Cl:45][C:32]1[CH:31]=[C:30]([CH:35]=[CH:34][C:33]=1[O:36][CH2:37][C:38]1[CH:43]=[CH:42][CH:41]=[C:40]([F:44])[CH:39]=1)[NH:29][C:24]1[C:23]([C:22]#[C:21][C:19]2[N:20]=[C:15]([CH2:14][NH:13][C:1](=[O:2])[N:3]([CH2:7][CH2:6][OH:47])[CH3:4])[CH:16]=[CH:17][CH:18]=2)=[CH:28][N:27]=[CH:26][N:25]=1, predict the reactants needed to synthesize it. The reactants are: [C:1](N1C=CN=C1)([N:3]1[CH:7]=[CH:6]N=[CH:4]1)=[O:2].[NH2:13][CH2:14][C:15]1[N:20]=[C:19]([C:21]#[C:22][C:23]2[C:24]([NH:29][C:30]3[CH:35]=[CH:34][C:33]([O:36][CH2:37][C:38]4[CH:43]=[CH:42][CH:41]=[C:40]([F:44])[CH:39]=4)=[C:32]([Cl:45])[CH:31]=3)=[N:25][CH:26]=[N:27][CH:28]=2)[CH:18]=[CH:17][CH:16]=1.C(O)(C(F)(F)F)=[O:47].CCN(C(C)C)C(C)C.CNCCO. (4) Given the product [CH3:27][N:26]([CH3:28])[C:23]1[N:22]=[C:21]([C:29]2[CH:34]=[CH:33][CH:32]=[CH:31][CH:30]=2)[C:20]([C:18]([N:17]2[CH2:35][CH2:36][O:38][CH:15]([C:11]3[CH:12]=[CH:13][CH:14]=[C:9]([OH:8])[CH:10]=3)[CH2:16]2)=[O:19])=[CH:25][N:24]=1, predict the reactants needed to synthesize it. The reactants are: C([O:8][C:9]1[CH:10]=[C:11]([CH:15]([OH:38])[CH2:16][N:17]([CH2:35][CH2:36]O)[C:18]([C:20]2[C:21]([C:29]3[CH:34]=[CH:33][CH:32]=[CH:31][CH:30]=3)=[N:22][C:23]([N:26]([CH3:28])[CH3:27])=[N:24][CH:25]=2)=[O:19])[CH:12]=[CH:13][CH:14]=1)C1C=CC=CC=1.C(=O)([O-])[O-].[Na+].[Na+]. (5) The reactants are: [CH2:1]([O:8][N:9]1[C:15](=[O:16])[N:14]2[CH2:17][C@H:10]1[CH2:11][CH2:12][C@H:13]2[C:18]([OH:20])=O)[C:2]1[CH:7]=[CH:6][CH:5]=[CH:4][CH:3]=1.[NH2:21][O:22][CH2:23][CH2:24][N:25]([CH:33]([CH3:35])[CH3:34])[C:26](=[O:32])[O:27][C:28]([CH3:31])([CH3:30])[CH3:29]. Given the product [CH2:1]([O:8][N:9]1[C:15](=[O:16])[N:14]2[CH2:17][C@H:10]1[CH2:11][CH2:12][C@H:13]2[C:18]([NH:21][O:22][CH2:23][CH2:24][N:25]([CH:33]([CH3:35])[CH3:34])[C:26](=[O:32])[O:27][C:28]([CH3:29])([CH3:31])[CH3:30])=[O:20])[C:2]1[CH:3]=[CH:4][CH:5]=[CH:6][CH:7]=1, predict the reactants needed to synthesize it. (6) Given the product [CH2:1]([NH:3][C:4]1[N:5]=[N+:6]([O-:20])[C:7]2[CH:16]=[C:15]3[C:11]([CH2:12][CH:13]([N:17]([CH3:19])[CH3:18])[CH2:14]3)=[CH:10][C:8]=2[N+:9]=1[O-:35])[CH3:2], predict the reactants needed to synthesize it. The reactants are: [CH2:1]([NH:3][C:4]1[N:5]=[N+:6]([O-:20])[C:7]2[CH:16]=[C:15]3[C:11]([CH2:12][CH:13]([N:17]([CH3:19])[CH3:18])[CH2:14]3)=[CH:10][C:8]=2[N:9]=1)[CH3:2].ClC1N=[N+]([O-:35])C2C3CCCC=3C=CC=2N=1.